From a dataset of Peptide-MHC class I binding affinity with 185,985 pairs from IEDB/IMGT. Regression. Given a peptide amino acid sequence and an MHC pseudo amino acid sequence, predict their binding affinity value. This is MHC class I binding data. (1) The peptide sequence is ALGYTTEEI. The MHC is HLA-A69:01 with pseudo-sequence HLA-A69:01. The binding affinity (normalized) is 0.176. (2) The binding affinity (normalized) is 0.0847. The MHC is HLA-A25:01 with pseudo-sequence HLA-A25:01. The peptide sequence is GRFQEALKK. (3) The peptide sequence is DAIKSNNHLT. The MHC is HLA-A02:03 with pseudo-sequence HLA-A02:03. The binding affinity (normalized) is 0.0950.